Task: Regression. Given two drug SMILES strings and cell line genomic features, predict the synergy score measuring deviation from expected non-interaction effect.. Dataset: NCI-60 drug combinations with 297,098 pairs across 59 cell lines Drug 1: C1=C(C(=O)NC(=O)N1)N(CCCl)CCCl. Drug 2: C1=NC2=C(N1)C(=S)N=C(N2)N. Cell line: RPMI-8226. Synergy scores: CSS=64.7, Synergy_ZIP=3.80, Synergy_Bliss=4.30, Synergy_Loewe=-9.97, Synergy_HSA=5.31.